From a dataset of Forward reaction prediction with 1.9M reactions from USPTO patents (1976-2016). Predict the product of the given reaction. (1) Given the reactants [Br:1][C:2]1[C:11]2[C:6](=[CH:7][C:8]([C:12]3[NH:13][C:14]4[C:19]([C:20]=3[CH2:21][CH2:22][CH2:23][CH2:24][CH3:25])=[CH:18][CH:17]=[CH:16][CH:15]=4)=[CH:9][CH:10]=2)[CH:5]=[CH:4][C:3]=1[O:26][CH2:27][C:28]#[N:29].CC([O-])(C)C.[K+].[CH:36]1[CH:41]=[CH:40][C:39]([CH2:42]Br)=[CH:38][CH:37]=1, predict the reaction product. The product is: [CH2:42]([N:13]1[C:14]2[C:19](=[CH:18][CH:17]=[CH:16][CH:15]=2)[C:20]([CH2:21][CH2:22][CH2:23][CH2:24][CH3:25])=[C:12]1[C:8]1[CH:7]=[C:6]2[C:11](=[CH:10][CH:9]=1)[C:2]([Br:1])=[C:3]([O:26][CH2:27][C:28]#[N:29])[CH:4]=[CH:5]2)[C:39]1[CH:40]=[CH:41][CH:36]=[CH:37][CH:38]=1. (2) Given the reactants [Br:1][C:2]1[C:9]([O:10][CH3:11])=[CH:8][C:5]([CH:6]=[O:7])=[C:4]([F:12])[CH:3]=1.[BH4-].[Na+], predict the reaction product. The product is: [Br:1][C:2]1[C:9]([O:10][CH3:11])=[CH:8][C:5]([CH2:6][OH:7])=[C:4]([F:12])[CH:3]=1. (3) The product is: [CH3:1][N:2]1[C:10]2[C:5](=[CH:6][CH:7]=[C:8]([C:11]([F:13])([F:14])[F:12])[CH:9]=2)[C:4]([C:15]([OH:17])=[O:16])=[N:3]1. Given the reactants [CH3:1][N:2]1[C:10]2[C:5](=[CH:6][CH:7]=[C:8]([C:11]([F:14])([F:13])[F:12])[CH:9]=2)[C:4]([C:15]([O:17]C)=[O:16])=[N:3]1.[OH-].[Na+].Cl, predict the reaction product. (4) Given the reactants [CH3:1][O:2][C:3](=[O:24])[C@H:4]([NH:16]C(OC(C)(C)C)=O)[CH2:5][CH2:6][C:7]([C:9]1[CH:14]=[CH:13][CH:12]=[C:11]([F:15])[CH:10]=1)=O.C(O)(C(F)(F)F)=O, predict the reaction product. The product is: [CH3:1][O:2][C:3]([C@H:4]1[CH2:5][CH2:6][C:7]([C:9]2[CH:14]=[CH:13][CH:12]=[C:11]([F:15])[CH:10]=2)=[N:16]1)=[O:24].